The task is: Predict the reactants needed to synthesize the given product.. This data is from Full USPTO retrosynthesis dataset with 1.9M reactions from patents (1976-2016). (1) Given the product [CH2:5]=[CH:6][C:7]1[CH:12]=[CH:11][CH:10]=[CH:9][CH:8]=1.[CH2:1]=[CH:2][CH:3]=[CH2:4].[CH2:1]=[CH:2][C:3]1[CH:8]=[CH:7][CH:6]=[CH:5][CH:4]=1, predict the reactants needed to synthesize it. The reactants are: [CH2:1]=[CH:2][CH:3]=[CH2:4].[CH2:5]=[CH:6][C:7]1[CH:12]=[CH:11][CH:10]=[CH:9][CH:8]=1. (2) The reactants are: [CH3:1][NH:2][CH2:3][CH2:4][C@H:5]([O:11][C:12]1[C:21]2[C:16](=[CH:17][CH:18]=[CH:19][CH:20]=2)[CH:15]=[CH:14][CH:13]=1)[C:6]1[S:10][CH:9]=[CH:8][CH:7]=1.[ClH:22].C(O)(C)C. Given the product [CH3:1][NH:2][CH2:3][CH2:4][C@H:5]([O:11][C:12]1[C:21]2[C:16](=[CH:17][CH:18]=[CH:19][CH:20]=2)[CH:15]=[CH:14][CH:13]=1)[C:6]1[S:10][CH:9]=[CH:8][CH:7]=1.[ClH:22], predict the reactants needed to synthesize it. (3) Given the product [CH2:41]([O:40][N:39]=[C:36]1[CH2:35][S:34](=[O:44])(=[O:43])[N:33]([CH3:45])[C:32]2[CH:31]=[CH:30][C:29]([C:16]3[CH:17]=[N:18][N:19]([C:21]4[CH:22]=[N:23][CH:24]=[CH:25][CH:26]=4)[CH:20]=3)=[N:38][C:37]1=2)[CH3:42], predict the reactants needed to synthesize it. The reactants are: C([O-])([O-])=O.[Na+].[Na+].O.CC1(C)C(C)(C)OB([C:16]2[CH:17]=[N:18][N:19]([C:21]3[CH:22]=[N:23][CH:24]=[CH:25][CH:26]=3)[CH:20]=2)O1.Br[C:29]1[CH:30]=[CH:31][C:32]2[N:33]([CH3:45])[S:34](=[O:44])(=[O:43])[CH2:35][C:36](=[N:39][O:40][CH2:41][CH3:42])[C:37]=2[N:38]=1. (4) Given the product [NH:8]1[CH2:12][CH2:11][C@@H:10]([NH:13][C:14]([CH2:15][NH:16][C:17](=[O:28])[C:18]2[CH:23]=[CH:22][CH:21]=[C:20]([C:24]([F:27])([F:25])[F:26])[CH:19]=2)=[O:29])[CH2:9]1, predict the reactants needed to synthesize it. The reactants are: C([N:8]1[CH2:12][CH2:11][C@@H:10]([NH:13][C:14](=[O:29])[CH2:15][NH:16][C:17](=[O:28])[C:18]2[CH:23]=[CH:22][CH:21]=[C:20]([C:24]([F:27])([F:26])[F:25])[CH:19]=2)[CH2:9]1)C1C=CC=CC=1. (5) Given the product [C:1]([C:3]1[CH:4]=[C:5]([C:24]2[CH:29]=[CH:28][C:27]([C:30]([OH:32])=[O:31])=[CH:26][C:25]=2[F:34])[CH:6]=[CH:7][C:8]=1[O:9][CH2:10][CH:11]1[CH2:16][CH2:15][N:14]([CH2:17][C:18]([CH2:22][CH3:23])([F:21])[CH2:19][CH3:20])[CH2:13][CH2:12]1)#[N:2], predict the reactants needed to synthesize it. The reactants are: [C:1]([C:3]1[CH:4]=[C:5]([C:24]2[CH:29]=[CH:28][C:27]([C:30]([O:32]C)=[O:31])=[CH:26][C:25]=2[F:34])[CH:6]=[CH:7][C:8]=1[O:9][CH2:10][CH:11]1[CH2:16][CH2:15][N:14]([CH2:17][C:18]([CH2:22][CH3:23])([F:21])[CH2:19][CH3:20])[CH2:13][CH2:12]1)#[N:2].O[Li].O. (6) Given the product [CH2:21]([O:20][C:12](=[O:19])[CH:13]([C:3]([C:5]1[NH:6][CH:7]=[CH:8][CH:9]=1)=[O:4])[C:14]([O:16][CH2:17][CH3:18])=[O:15])[CH3:22], predict the reactants needed to synthesize it. The reactants are: BrC[C:3]([C:5]1[NH:6][CH:7]=[CH:8][CH:9]=1)=[O:4].[Na+].[I-].[C:12]([O:20][CH2:21][CH3:22])(=[O:19])[CH2:13][C:14]([O:16][CH2:17][CH3:18])=[O:15].[H-].[Na+].[Br-].[Na+].[I-].[Cl-].[NH4+]. (7) Given the product [I:13][C:11]1[N:10]([C:14]2[CH:19]=[CH:18][CH:17]=[CH:16][CH:15]=2)[N:9]=[C:8]([NH2:3])[CH:12]=1, predict the reactants needed to synthesize it. The reactants are: CC1[N:3]([C:8]2[CH:12]=[C:11]([I:13])[N:10]([C:14]3[CH:19]=[CH:18][CH:17]=[CH:16][CH:15]=3)[N:9]=2)C(C)=CC=1.[Cl-].O[NH3+].C(N(CC)CC)C.